From a dataset of Reaction yield outcomes from USPTO patents with 853,638 reactions. Predict the reaction yield, written as a fraction of the theoretical maximum amount of product (1.0 means a 100% yield; for example, 0.34 means a 34% yield). (1) The reactants are [H-].[Al+3].[Li+].[H-].[H-].[H-].[C:7](Cl)(=[O:17])[C:8]1[CH:16]=[CH:15][CH:14]=[C:10]([C:11](Cl)=[O:12])[CH:9]=1. The catalyst is O1CCCC1. The product is [C:8]1([CH2:7][OH:17])[CH:16]=[CH:15][CH:14]=[C:10]([CH2:11][OH:12])[CH:9]=1. The yield is 0.940. (2) The reactants are [CH:1]([C:3]1[C:12](=[O:13])[C:11]2[C:6](=[CH:7][CH:8]=[C:9]([CH:14]([CH3:16])[CH3:15])[CH:10]=2)[O:5][CH:4]=1)=O.[CH2:17]([O:19][C:20]([C:22]#[C:23][C:24]([O:26][CH2:27][CH3:28])=[O:25])=[O:21])[CH3:18].C1(P(C2C=CC=CC=2)C2C=CC=CC=2)C=CC=CC=1.[CH3:48][O:49][C:50]1[CH:61]=[C:60]2[C:53]([NH:54][CH:55]=[C:56]2[CH2:57][CH2:58][NH2:59])=[CH:52][CH:51]=1. The catalyst is C1(C)C=CC=CC=1. The product is [CH2:27]([O:26][C:24]([C:23]1[C:22]2([C:20]([O:19][CH2:17][CH3:18])=[O:21])[N:59]([CH2:58][CH2:57][C:56]3[C:60]4[C:53](=[CH:52][CH:51]=[C:50]([O:49][CH3:48])[CH:61]=4)[NH:54][C:55]=32)[CH:4]=[C:3]([C:12](=[O:13])[C:11]2[CH:10]=[C:9]([CH:14]([CH3:16])[CH3:15])[CH:8]=[CH:7][C:6]=2[OH:5])[CH:1]=1)=[O:25])[CH3:28]. The yield is 0.650. (3) The yield is 0.560. The reactants are [NH:1]1[C:5]2[CH:6]=[CH:7][CH:8]=[CH:9][C:4]=2[N:3]=[C:2]1[C:10]([OH:12])=O.CCN=C=N[CH2:18][CH2:19][CH2:20][N:21](C)C.C1C=CC2N([OH:33])N=NC=2C=1.N[C:35]12[C:53]3[C:48](=[CH:49][CH:50]=[CH:51][CH:52]=3)[C:47](=[O:54])C1(O)C1[C:42]([O:43]2)=[CH:41][C:40]([CH:44]([CH3:46])[CH3:45])=[CH:39]C=1. The catalyst is C(Cl)Cl.CN(C=O)C. The product is [OH:33][C:35]12[C:53]3[C:48](=[CH:49][CH:50]=[CH:51][CH:52]=3)[C:47](=[O:54])[C:20]1([NH:21][C:10]([C:2]1[NH:1][C:5]3[CH:6]=[CH:7][CH:8]=[CH:9][C:4]=3[N:3]=1)=[O:12])[C:19]1[CH:18]=[CH:39][C:40]([CH:44]([CH3:46])[CH3:45])=[CH:41][C:42]=1[O:43]2.